This data is from Full USPTO retrosynthesis dataset with 1.9M reactions from patents (1976-2016). The task is: Predict the reactants needed to synthesize the given product. (1) Given the product [Cl:24][C:5]1[C:4]2[C:9](=[CH:10][CH:11]=[C:2]([I:1])[CH:3]=2)[N:8]=[CH:7][N:6]=1, predict the reactants needed to synthesize it. The reactants are: [I:1][C:2]1[CH:3]=[C:4]2[C:9](=[CH:10][CH:11]=1)[N:8]=[CH:7][N:6]=[C:5]2O.CCN(C(C)C)C(C)C.O=P(Cl)(Cl)[Cl:24]. (2) Given the product [F:26][C:27]([F:38])([F:37])[C:28]1[CH:33]=[CH:32][C:31]([C:2]2[NH:3][C:4](=[O:19])[C:5]3[CH:10]=[CH:9][N:8]([CH2:11][O:12][CH2:13][CH2:14][Si:15]([CH3:18])([CH3:17])[CH3:16])[C:6]=3[N:7]=2)=[CH:30][CH:29]=1, predict the reactants needed to synthesize it. The reactants are: Cl[C:2]1[NH:3][C:4](=[O:19])[C:5]2[CH:10]=[CH:9][N:8]([CH2:11][O:12][CH2:13][CH2:14][Si:15]([CH3:18])([CH3:17])[CH3:16])[C:6]=2[N:7]=1.C(=O)([O-])[O-].[Na+].[Na+].[F:26][C:27]([F:38])([F:37])[C:28]1[CH:33]=[CH:32][C:31](B(O)O)=[CH:30][CH:29]=1. (3) Given the product [CH3:17][C:16]1[O:15][N:14]=[C:13]([C:18]2[CH:23]=[CH:22][C:21]([CH3:24])=[CH:20][CH:19]=2)[C:12]=1[CH2:11][O:10][C:7]1[CH:8]=[CH:9][C:4]([C:3]([NH:39][CH:38]2[CH2:43][CH2:44][O:40][CH2:41][CH2:37]2)=[O:25])=[CH:5][N:6]=1, predict the reactants needed to synthesize it. The reactants are: CO[C:3](=[O:25])[C:4]1[CH:9]=[CH:8][C:7]([O:10][CH2:11][C:12]2[C:13]([C:18]3[CH:23]=[CH:22][C:21]([CH3:24])=[CH:20][CH:19]=3)=[N:14][O:15][C:16]=2[CH3:17])=[N:6][CH:5]=1.COC(=O)C1C=CC(OC[C:37]2[C:38]([C:43]3[CH:44]=C(C)C=CC=3)=[N:39][O:40][C:41]=2C)=NC=1. (4) The reactants are: [NH2:1][C:2]1[CH:10]=[C:9]([O:11][CH3:12])[CH:8]=[CH:7][C:3]=1[C:4]([NH2:6])=O.[CH:13]1([C:19](Cl)=O)[CH2:18][CH2:17][CH2:16][CH2:15][CH2:14]1.[NH:22]1[CH2:26][CH2:25][CH2:24][CH2:23]1. Given the product [CH:13]1([C:19]2[N:6]=[C:4]([N:22]3[CH2:26][CH2:25][CH2:24][CH2:23]3)[C:3]3[C:2](=[CH:10][C:9]([O:11][CH3:12])=[CH:8][CH:7]=3)[N:1]=2)[CH2:18][CH2:17][CH2:16][CH2:15][CH2:14]1, predict the reactants needed to synthesize it. (5) Given the product [OH:3][NH:2][C:9](=[NH:18])[CH2:10][CH2:11][CH2:12][CH2:13][CH2:14][CH2:15][CH2:16][CH3:17], predict the reactants needed to synthesize it. The reactants are: Cl.[NH2:2][OH:3].C(=O)(O)[O-].[Na+].[C:9](#[N:18])[CH2:10][CH2:11][CH2:12][CH2:13][CH2:14][CH2:15][CH2:16][CH3:17].C1(C)C=CC=CC=1.